Task: Predict the product of the given reaction.. Dataset: Forward reaction prediction with 1.9M reactions from USPTO patents (1976-2016) Given the reactants [F:1][C:2]1[CH:11]=[CH:10][CH:9]=[C:8]2[C:3]=1[NH:4][CH2:5][C:6](=[O:12])[NH:7]2.[H-].[Na+].Br[CH2:16][C:17]([O:19][CH3:20])=[O:18], predict the reaction product. The product is: [CH3:20][O:19][C:17](=[O:18])[CH2:16][N:7]1[C:8]2[C:3](=[C:2]([F:1])[CH:11]=[CH:10][CH:9]=2)[NH:4][CH2:5][C:6]1=[O:12].